Dataset: Catalyst prediction with 721,799 reactions and 888 catalyst types from USPTO. Task: Predict which catalyst facilitates the given reaction. (1) Reactant: [Br:1][C:2]1[CH:8]=[CH:7][C:5]([NH2:6])=[C:4]([F:9])[CH:3]=1.[C:10](O[C:10]([O:12][C:13]([CH3:16])([CH3:15])[CH3:14])=[O:11])([O:12][C:13]([CH3:16])([CH3:15])[CH3:14])=[O:11]. Product: [Br:1][C:2]1[CH:8]=[CH:7][C:5]([NH:6][C:10](=[O:11])[O:12][C:13]([CH3:16])([CH3:15])[CH3:14])=[C:4]([F:9])[CH:3]=1. The catalyst class is: 11. (2) Reactant: [OH:1][C:2]([C:4]([F:7])([F:6])[F:5])=[O:3].[Cl:8][C:9]1[CH:14]=[CH:13][C:12]([CH2:15][C@H:16]([NH:31]C(=O)OC(C)(C)C)[C:17](=[O:30])[NH:18][C:19]2[O:23][N:22]=[C:21]([C:24]3[CH:29]=[CH:28][N:27]=[CH:26][CH:25]=3)[CH:20]=2)=[CH:11][CH:10]=1.C(O)(C(F)(F)F)=O. Product: [OH:3][C:2]([C:4]([F:7])([F:6])[F:5])=[O:1].[NH2:31][C@@H:16]([CH2:15][C:12]1[CH:11]=[CH:10][C:9]([Cl:8])=[CH:14][CH:13]=1)[C:17]([NH:18][C:19]1[O:23][N:22]=[C:21]([C:24]2[CH:25]=[CH:26][N:27]=[CH:28][CH:29]=2)[CH:20]=1)=[O:30]. The catalyst class is: 2. (3) Reactant: [CH3:1][N:2]1[CH2:7][CH2:6][CH:5]([CH2:8][C:9]2[CH:19]=[CH:18][C:12]([C:13]([O:15]CC)=[O:14])=[CH:11][C:10]=2[C:20]([F:23])([F:22])[F:21])[CH2:4][CH2:3]1. Product: [CH3:1][N:2]1[CH2:3][CH2:4][CH:5]([CH2:8][C:9]2[CH:19]=[CH:18][C:12]([C:13]([OH:15])=[O:14])=[CH:11][C:10]=2[C:20]([F:21])([F:23])[F:22])[CH2:6][CH2:7]1. The catalyst class is: 5. (4) Reactant: [Cl:1][C:2]1[CH:7]=[CH:6][CH:5]=[C:4]([N+:8]([O-:10])=[O:9])[C:3]=1[CH2:11][CH2:12][NH:13][CH3:14].Br[CH2:16][C:17]([O:19][CH2:20][CH3:21])=[O:18].C(=O)([O-])[O-].[K+].[K+]. Product: [CH2:20]([O:19][C:17](=[O:18])[CH2:16][N:13]([CH2:12][CH2:11][C:3]1[C:4]([N+:8]([O-:10])=[O:9])=[CH:5][CH:6]=[CH:7][C:2]=1[Cl:1])[CH3:14])[CH3:21]. The catalyst class is: 10. (5) Reactant: [C:1]([O:5][C:6]([N:8]1[CH2:17][CH2:16][C:15]2[C:10](=[CH:11][C:12]([O:18][CH2:19][CH:20]3[CH2:25][CH2:24][NH:23][CH2:22][CH2:21]3)=[CH:13][CH:14]=2)[CH2:9]1)=[O:7])([CH3:4])([CH3:3])[CH3:2].C(N(CC)CC)C.Cl[C:34]1[CH:39]=[CH:38][N:37]=[CH:36][C:35]=1[CH:40]=[O:41].O1CCCC1. Product: [C:1]([O:5][C:6]([N:8]1[CH2:17][CH2:16][C:15]2[C:10](=[CH:11][C:12]([O:18][CH2:19][CH:20]3[CH2:21][CH2:22][N:23]([C:34]4[CH:39]=[CH:38][N:37]=[CH:36][C:35]=4[CH:40]=[O:41])[CH2:24][CH2:25]3)=[CH:13][CH:14]=2)[CH2:9]1)=[O:7])([CH3:4])([CH3:2])[CH3:3]. The catalyst class is: 621. (6) Reactant: [NH2:1][C:2]1[N:10]=[CH:9][N:8]=[C:7]2[C:3]=1[N:4]=[CH:5][N:6]2[C@H:11]([CH2:15][CH2:16][C:17]1[CH:22]=[CH:21][CH:20]=[CH:19][CH:18]=1)[C@@H:12]([OH:14])[CH3:13].[ClH:23]. Product: [ClH:23].[NH2:1][C:2]1[N:10]=[CH:9][N:8]=[C:7]2[C:3]=1[N:4]=[CH:5][N:6]2[C@H:11]([CH2:15][CH2:16][C:17]1[CH:18]=[CH:19][CH:20]=[CH:21][CH:22]=1)[C@@H:12]([OH:14])[CH3:13]. The catalyst class is: 27.